From a dataset of Peptide-MHC class II binding affinity with 134,281 pairs from IEDB. Regression. Given a peptide amino acid sequence and an MHC pseudo amino acid sequence, predict their binding affinity value. This is MHC class II binding data. (1) The MHC is DRB1_0901 with pseudo-sequence DRB1_0901. The binding affinity (normalized) is 0.554. The peptide sequence is YAHAAHAAHAAHAAHAA. (2) The peptide sequence is TVFEAAFNDAIKAST. The MHC is HLA-DPA10201-DPB10501 with pseudo-sequence HLA-DPA10201-DPB10501. The binding affinity (normalized) is 0.660. (3) The peptide sequence is RQCCHKAMENFTDDD. The MHC is DRB3_0101 with pseudo-sequence DRB3_0101. The binding affinity (normalized) is 0.138.